Task: Predict the product of the given reaction.. Dataset: Forward reaction prediction with 1.9M reactions from USPTO patents (1976-2016) (1) Given the reactants [CH2:1]([O:4][C:5]1[C:6]([N+:22]([O-])=O)=[C:7]([NH:13][C:14]2[CH:19]=[CH:18][C:17]([Br:20])=[CH:16][C:15]=2[F:21])[C:8]([F:12])=[C:9]([F:11])[CH:10]=1)[CH:2]=[CH2:3].[O-]S(S([O-])=O)=O.[Na+].[Na+], predict the reaction product. The product is: [CH2:1]([O:4][C:5]1[CH:10]=[C:9]([F:11])[C:8]([F:12])=[C:7]([NH:13][C:14]2[CH:19]=[CH:18][C:17]([Br:20])=[CH:16][C:15]=2[F:21])[C:6]=1[NH2:22])[CH:2]=[CH2:3]. (2) Given the reactants [C:1]([S:5](N)=[O:6])([CH3:4])([CH3:3])[CH3:2].[Cl:8][C:9]1[CH:14]=[CH:13][N:12]=[C:11]([CH:15]=O)[CH:10]=1.[CH2:17](Cl)Cl, predict the reaction product. The product is: [Cl:8][C:9]1[CH:14]=[CH:13][N:12]=[C:11](/[CH:15]=[CH:17]/[S@@:5]([C:1]([CH3:4])([CH3:3])[CH3:2])=[O:6])[CH:10]=1. (3) Given the reactants [NH:1]([C:3]1[N:8]=[CH:7][C:6]([C:9]2([C:12]([O:14]C)=[O:13])[CH2:11][CH2:10]2)=[CH:5][CH:4]=1)[NH2:2].[CH:16](=O)[CH3:17].C(O)(=O)C.C(O)(=O)C.C(O)(=O)C.IC1C=CC=CC=1, predict the reaction product. The product is: [CH3:16][C:17]1[N:8]2[CH:7]=[C:6]([C:9]3([C:12]([OH:14])=[O:13])[CH2:11][CH2:10]3)[CH:5]=[CH:4][C:3]2=[N:1][N:2]=1. (4) Given the reactants [CH2:1]1[C:7]2=[C:8]3[C:12](=[CH:13][CH:14]=[C:6]2[O:5][CH2:4][CH2:3][N:2]1C(OC(C)(C)C)=O)[NH:11][CH:10]=[CH:9]3.[H-].[Na+].CN(C=O)C.[C:29]1([S:39](Cl)(=[O:41])=[O:40])[C:38]2[C:33](=[CH:34][CH:35]=[CH:36][CH:37]=2)[CH:32]=[CH:31][CH:30]=1, predict the reaction product. The product is: [C:29]1([S:39]([N:11]2[C:12]3[C:8](=[C:7]4[CH2:1][NH:2][CH2:3][CH2:4][O:5][C:6]4=[CH:14][CH:13]=3)[CH:9]=[CH:10]2)(=[O:41])=[O:40])[C:38]2[C:33](=[CH:34][CH:35]=[CH:36][CH:37]=2)[CH:32]=[CH:31][CH:30]=1.